Predict the product of the given reaction. From a dataset of Forward reaction prediction with 1.9M reactions from USPTO patents (1976-2016). (1) Given the reactants Br[C:2]1[S:6][C:5]([CH2:7][C@@H:8]([C:17]([O:19][CH3:20])=[O:18])[NH:9][C:10]([O:12][C:13]([CH3:16])([CH3:15])[CH3:14])=[O:11])=[CH:4][CH:3]=1.[CH3:21][CH:22]([OH:26])[CH2:23][C:24]#[CH:25], predict the reaction product. The product is: [C:13]([O:12][C:10]([NH:9][C@H:8]([C:17]([O:19][CH3:20])=[O:18])[CH2:7][C:5]1[S:6][C:2]([C:25]#[C:24][CH2:23][CH:22]([OH:26])[CH3:21])=[CH:3][CH:4]=1)=[O:11])([CH3:16])([CH3:15])[CH3:14]. (2) Given the reactants Br[C:2]1[C:3](=[O:14])[N:4]([CH2:12][CH3:13])[C:5]2[C:10]([N:11]=1)=[CH:9][CH:8]=[CH:7][CH:6]=2.[Cl:15][C:16]1[CH:21]=[CH:20][C:19](B(O)O)=[CH:18][CH:17]=1.C(=O)([O-])[O-].[Na+].[Na+].O, predict the reaction product. The product is: [Cl:15][C:16]1[CH:21]=[CH:20][C:19]([C:2]2[C:3](=[O:14])[N:4]([CH2:12][CH3:13])[C:5]3[C:10]([N:11]=2)=[CH:9][CH:8]=[CH:7][CH:6]=3)=[CH:18][CH:17]=1. (3) The product is: [ClH:43].[CH3:41][C:19]1[CH:20]=[C:21]([C:24]([N:26]2[CH2:35][C:34]3[CH:33]=[N:32][N:31]([CH3:36])[C:30]=3[NH:29][C:28]3[CH:37]=[CH:38][CH:39]=[CH:40][C:27]2=3)=[O:25])[CH:22]=[CH:23][C:18]=1[CH2:17][NH:16][C:15](=[O:42])[CH2:14][CH:11]1[CH2:10][CH2:9][NH:8][CH2:13][CH2:12]1. Given the reactants C(OC([N:8]1[CH2:13][CH2:12][CH:11]([CH2:14][C:15](=[O:42])[NH:16][CH2:17][C:18]2[CH:23]=[CH:22][C:21]([C:24]([N:26]3[CH2:35][C:34]4[CH:33]=[N:32][N:31]([CH3:36])[C:30]=4[NH:29][C:28]4[CH:37]=[CH:38][CH:39]=[CH:40][C:27]3=4)=[O:25])=[CH:20][C:19]=2[CH3:41])[CH2:10][CH2:9]1)=O)(C)(C)C.[ClH:43].O1CCOCC1, predict the reaction product. (4) Given the reactants [CH2:1]([S:3]([C:6]1[CH:11]=[CH:10][C:9]([O:12][C:13]([F:16])([F:15])[F:14])=[CH:8][C:7]=1[N+:17]([O-])=O)(=[O:5])=[O:4])[CH3:2].C(O)(=O)C.CO, predict the reaction product. The product is: [CH2:1]([S:3]([C:6]1[CH:11]=[CH:10][C:9]([O:12][C:13]([F:15])([F:14])[F:16])=[CH:8][C:7]=1[NH2:17])(=[O:4])=[O:5])[CH3:2]. (5) Given the reactants [CH2:1]([O:3][C:4]([N:6]1[CH2:11][CH2:10][N:9]([C:12](=[O:42])[C@@H:13]([NH:23][C:24]([C:26]2[CH:30]=[C:29]([C:31]3[O:32]C=CC=3)[N:28]([C:36]3[CH:41]=[CH:40][CH:39]=[CH:38][CH:37]=3)[N:27]=2)=[O:25])[CH2:14][CH2:15][C:16]([O:18][C:19]([CH3:22])([CH3:21])[CH3:20])=[O:17])[CH2:8][CH2:7]1)=[O:5])[CH3:2].I([O-])(=O)(=O)=[O:44].[Na+].C1(C)C=CC=CC=1, predict the reaction product. The product is: [CH2:1]([O:3][C:4]([N:6]1[CH2:7][CH2:8][N:9]([C:12](=[O:42])[C@@H:13]([NH:23][C:24]([C:26]2[CH:30]=[C:29]([C:31]([OH:44])=[O:32])[N:28]([C:36]3[CH:41]=[CH:40][CH:39]=[CH:38][CH:37]=3)[N:27]=2)=[O:25])[CH2:14][CH2:15][C:16]([O:18][C:19]([CH3:20])([CH3:22])[CH3:21])=[O:17])[CH2:10][CH2:11]1)=[O:5])[CH3:2]. (6) Given the reactants [C:1]([O:5][C:6]([NH:8][CH:9]1[CH2:13][CH:12]([C:14]([O:16]CC)=[O:15])[CH:11]([CH2:19][CH3:20])[CH2:10]1)=[O:7])([CH3:4])([CH3:3])[CH3:2].[OH-].[Na+], predict the reaction product. The product is: [C:1]([O:5][C:6]([NH:8][CH:9]1[CH2:13][CH:12]([C:14]([OH:16])=[O:15])[CH:11]([CH2:19][CH3:20])[CH2:10]1)=[O:7])([CH3:4])([CH3:3])[CH3:2]. (7) The product is: [N:1]1([C:6]2([C:12]([O:14][CH2:15][CH3:16])=[O:13])[CH2:17][C:18](=[O:22])[NH:19][C:7]2=[O:8])[CH:5]=[CH:4][CH:3]=[CH:2]1. Given the reactants [N:1]1([C:6]([CH2:17][C:18]#[N:19])([C:12]([O:14][CH2:15][CH3:16])=[O:13])[C:7](OCC)=[O:8])[CH:5]=[CH:4][CH:3]=[CH:2]1.C(N)(=[O:22])C.C(=O)([O-])[O-].[Na+].[Na+], predict the reaction product. (8) Given the reactants [H-].[Na+].C(OP([CH:11]([CH3:16])[C:12]([O:14][CH3:15])=[O:13])(OCC)=O)C.[CH2:17]([N:24]1[CH2:29][CH2:28][C:27](=O)[CH2:26][CH2:25]1)[C:18]1[CH:23]=[CH:22][CH:21]=[CH:20][CH:19]=1, predict the reaction product. The product is: [CH3:15][O:14][C:12](=[O:13])[C:11](=[C:27]1[CH2:28][CH2:29][N:24]([CH2:17][C:18]2[CH:23]=[CH:22][CH:21]=[CH:20][CH:19]=2)[CH2:25][CH2:26]1)[CH3:16].